From a dataset of NCI-60 drug combinations with 297,098 pairs across 59 cell lines. Regression. Given two drug SMILES strings and cell line genomic features, predict the synergy score measuring deviation from expected non-interaction effect. (1) Drug 1: C1CCC(C1)C(CC#N)N2C=C(C=N2)C3=C4C=CNC4=NC=N3. Cell line: HT29. Drug 2: CC1=C(C(CCC1)(C)C)C=CC(=CC=CC(=CC(=O)O)C)C. Synergy scores: CSS=4.21, Synergy_ZIP=-2.82, Synergy_Bliss=0.0143, Synergy_Loewe=-4.65, Synergy_HSA=-4.57. (2) Drug 1: C1=C(C(=O)NC(=O)N1)N(CCCl)CCCl. Drug 2: C(CC(=O)O)C(=O)CN.Cl. Cell line: NCI-H226. Synergy scores: CSS=5.70, Synergy_ZIP=-5.76, Synergy_Bliss=-4.45, Synergy_Loewe=-7.01, Synergy_HSA=-3.60. (3) Drug 1: CC1=CC2C(CCC3(C2CCC3(C(=O)C)OC(=O)C)C)C4(C1=CC(=O)CC4)C. Drug 2: CC1=C2C(C(=O)C3(C(CC4C(C3C(C(C2(C)C)(CC1OC(=O)C(C(C5=CC=CC=C5)NC(=O)C6=CC=CC=C6)O)O)OC(=O)C7=CC=CC=C7)(CO4)OC(=O)C)O)C)OC(=O)C. Cell line: HL-60(TB). Synergy scores: CSS=8.59, Synergy_ZIP=-2.27, Synergy_Bliss=-7.13, Synergy_Loewe=-23.9, Synergy_HSA=-9.41. (4) Cell line: SR. Drug 1: CCN(CC)CCNC(=O)C1=C(NC(=C1C)C=C2C3=C(C=CC(=C3)F)NC2=O)C. Synergy scores: CSS=15.1, Synergy_ZIP=-2.69, Synergy_Bliss=-0.722, Synergy_Loewe=-3.79, Synergy_HSA=-2.88. Drug 2: C1C(C(OC1N2C=NC3=C2NC=NCC3O)CO)O. (5) Drug 1: CC1=C(C(CCC1)(C)C)C=CC(=CC=CC(=CC(=O)O)C)C. Drug 2: CC1=C(C=C(C=C1)NC(=O)C2=CC=C(C=C2)CN3CCN(CC3)C)NC4=NC=CC(=N4)C5=CN=CC=C5. Cell line: CCRF-CEM. Synergy scores: CSS=21.9, Synergy_ZIP=2.98, Synergy_Bliss=3.28, Synergy_Loewe=5.56, Synergy_HSA=4.15. (6) Drug 2: CC1=C(N=C(N=C1N)C(CC(=O)N)NCC(C(=O)N)N)C(=O)NC(C(C2=CN=CN2)OC3C(C(C(C(O3)CO)O)O)OC4C(C(C(C(O4)CO)O)OC(=O)N)O)C(=O)NC(C)C(C(C)C(=O)NC(C(C)O)C(=O)NCCC5=NC(=CS5)C6=NC(=CS6)C(=O)NCCC[S+](C)C)O. Drug 1: C1CN1C2=NC(=NC(=N2)N3CC3)N4CC4. Synergy scores: CSS=28.0, Synergy_ZIP=-10.1, Synergy_Bliss=-4.15, Synergy_Loewe=1.55, Synergy_HSA=2.58. Cell line: BT-549.